Dataset: Forward reaction prediction with 1.9M reactions from USPTO patents (1976-2016). Task: Predict the product of the given reaction. (1) The product is: [CH2:39]([N:41]([CH2:2][C:3]1[CH:38]=[CH:37][C:6]([CH2:7][O:8][C:9]2[CH:10]=[C:11]([C:15]3[C:24]4[C:19](=[C:20]([C:25]([F:28])([F:27])[F:26])[CH:21]=[CH:22][CH:23]=4)[N:18]=[CH:17][C:16]=3[C:29]([C:31]3[CH:36]=[CH:35][CH:34]=[CH:33][CH:32]=3)=[O:30])[CH:12]=[CH:13][CH:14]=2)=[CH:5][CH:4]=1)[CH2:42][CH3:43])[CH3:40]. Given the reactants Cl[CH2:2][C:3]1[CH:38]=[CH:37][C:6]([CH2:7][O:8][C:9]2[CH:10]=[C:11]([C:15]3[C:24]4[C:19](=[C:20]([C:25]([F:28])([F:27])[F:26])[CH:21]=[CH:22][CH:23]=4)[N:18]=[CH:17][C:16]=3[C:29]([C:31]3[CH:36]=[CH:35][CH:34]=[CH:33][CH:32]=3)=[O:30])[CH:12]=[CH:13][CH:14]=2)=[CH:5][CH:4]=1.[CH2:39]([NH:41][CH2:42][CH3:43])[CH3:40], predict the reaction product. (2) Given the reactants [CH3:1][O:2][C:3]1[CH:4]=[CH:5][CH:6]=[C:7]2[C:11]=1[CH:10]([NH:12][C:13]1[O:14][CH2:15][C:16]3[CH:22]=[C:21]([NH2:23])[CH:20]=[CH:19][C:17]=3[N:18]=1)[CH2:9][CH2:8]2.[Cl:24][CH2:25][C:26](Cl)=[O:27], predict the reaction product. The product is: [Cl:24][CH2:25][C:26]([NH:23][C:21]1[CH:20]=[CH:19][C:17]2[N:18]=[C:13]([NH:12][CH:10]3[C:11]4[C:7](=[CH:6][CH:5]=[CH:4][C:3]=4[O:2][CH3:1])[CH2:8][CH2:9]3)[O:14][CH2:15][C:16]=2[CH:22]=1)=[O:27]. (3) Given the reactants C(Cl)(=O)C(Cl)=O.[CH:7]1[C:19]2[CH:18]([CH2:20][O:21][C:22]([N:24]3[CH2:28][CH2:27][CH2:26][C@H:25]3[C:29]([OH:31])=[O:30])=[O:23])[C:17]3[C:12](=[CH:13][CH:14]=[CH:15][CH:16]=3)[C:11]=2[CH:10]=[CH:9][CH:8]=1.C(N(C(C)C)C(C)C)C.[C:41]([OH:46])(=[O:45])[C@H:42]([CH3:44])O, predict the reaction product. The product is: [CH:16]1[C:17]2[CH:18]([CH2:20][O:21][C:22]([N:24]3[CH2:28][CH2:27][CH2:26][C@H:25]3[C:29]([O:31][C@@H:42]([CH3:44])[C:41]([OH:46])=[O:45])=[O:30])=[O:23])[C:19]3[C:11](=[CH:10][CH:9]=[CH:8][CH:7]=3)[C:12]=2[CH:13]=[CH:14][CH:15]=1. (4) Given the reactants [N:1]1([CH2:6][C:7]([CH:9]2[CH2:14][CH2:13][N:12]([C:15]([O:17][C:18]([CH3:21])([CH3:20])[CH3:19])=[O:16])[CH2:11][CH2:10]2)=[O:8])[CH2:5][CH2:4][CH2:3][CH2:2]1.[BH4-].[Na+].Cl, predict the reaction product. The product is: [OH:8][CH:7]([CH:9]1[CH2:10][CH2:11][N:12]([C:15]([O:17][C:18]([CH3:21])([CH3:20])[CH3:19])=[O:16])[CH2:13][CH2:14]1)[CH2:6][N:1]1[CH2:5][CH2:4][CH2:3][CH2:2]1.